From a dataset of Reaction yield outcomes from USPTO patents with 853,638 reactions. Predict the reaction yield, written as a fraction of the theoretical maximum amount of product (1.0 means a 100% yield; for example, 0.34 means a 34% yield). The reactants are [NH2:1][C:2]1[CH:9]=[CH:8][C:5]([CH:6]=O)=[CH:4][CH:3]=1.[C:10]([CH2:12][C:13]([O:15][CH2:16][CH:17]([CH2:22][CH3:23])[CH2:18][CH2:19][CH2:20][CH3:21])=[O:14])#[N:11].C(NCC)C.C(O)(=O)C. The catalyst is C(O)(C)C. The product is [NH2:1][C:2]1[CH:9]=[CH:8][C:5]([CH:6]=[C:12]([C:10]#[N:11])[C:13]([O:15][CH2:16][CH:17]([CH2:22][CH3:23])[CH2:18][CH2:19][CH2:20][CH3:21])=[O:14])=[CH:4][CH:3]=1. The yield is 0.660.